This data is from hERG Central: cardiac toxicity at 1µM, 10µM, and general inhibition. The task is: Predict hERG channel inhibition at various concentrations. (1) The compound is CCOC(=O)C1CCCN(CCC(=O)Nc2c(C(=O)OC)[nH]c3cc(OC)ccc23)C1. Results: hERG_inhib (hERG inhibition (general)): blocker. (2) The compound is COc1ccc(Cl)cc1NC(=O)CN1CCN(Cc2ccccc2)CC1. Results: hERG_inhib (hERG inhibition (general)): blocker. (3) The drug is CCOC(=O)CNc1c(-c2ccccc2)nc2ccc(Cl)cn12. Results: hERG_inhib (hERG inhibition (general)): blocker. (4) The compound is CCCCOC(=O)c1ccc(NC(=O)C(=O)NCCN(CC)CC)cc1. Results: hERG_inhib (hERG inhibition (general)): blocker. (5) The molecule is COc1ccccc1CN1C2CCCC1CC(NC(=O)/C=C/c1ccccc1)C2. Results: hERG_inhib (hERG inhibition (general)): blocker.